From a dataset of Peptide-MHC class I binding affinity with 185,985 pairs from IEDB/IMGT. Regression. Given a peptide amino acid sequence and an MHC pseudo amino acid sequence, predict their binding affinity value. This is MHC class I binding data. (1) The binding affinity (normalized) is 0.0847. The peptide sequence is WHQARFEEL. The MHC is HLA-A30:01 with pseudo-sequence HLA-A30:01. (2) The peptide sequence is LPGPQVTAVLLHEES. The MHC is HLA-B53:01 with pseudo-sequence HLA-B53:01. The binding affinity (normalized) is 0.00624.